This data is from Peptide-MHC class I binding affinity with 185,985 pairs from IEDB/IMGT. The task is: Regression. Given a peptide amino acid sequence and an MHC pseudo amino acid sequence, predict their binding affinity value. This is MHC class I binding data. (1) The peptide sequence is TLYAVATTV. The MHC is HLA-A02:19 with pseudo-sequence HLA-A02:19. The binding affinity (normalized) is 0.787. (2) The peptide sequence is HEFVDEFYA. The MHC is HLA-B45:01 with pseudo-sequence HLA-B45:01. The binding affinity (normalized) is 0.533. (3) The peptide sequence is FSWTITDAV. The MHC is HLA-A02:06 with pseudo-sequence HLA-A02:06. The binding affinity (normalized) is 0.780. (4) The peptide sequence is SMGFKVTTR. The MHC is HLA-A11:01 with pseudo-sequence HLA-A11:01. The binding affinity (normalized) is 0.218. (5) The peptide sequence is KVSSKHQLV. The MHC is HLA-A30:01 with pseudo-sequence HLA-A30:01. The binding affinity (normalized) is 0.756.